Dataset: Forward reaction prediction with 1.9M reactions from USPTO patents (1976-2016). Task: Predict the product of the given reaction. Given the reactants [NH:1]1[CH2:4][CH:3]([NH:5][C:6]([N:8]2[CH2:13][CH2:12][N:11]3[N:14]=[C:15]([C:20]4[CH:25]=[CH:24][C:23]([F:26])=[C:22]([Cl:27])[CH:21]=4)[C:16]([C:17]([NH2:19])=[O:18])=[C:10]3[CH2:9]2)=[O:7])[CH2:2]1.CCN(C(C)C)C(C)C.FC(F)(F)S(O[CH2:43][C:44]([F:47])([F:46])[F:45])(=O)=O, predict the reaction product. The product is: [Cl:27][C:22]1[CH:21]=[C:20]([C:15]2[C:16]([C:17]([NH2:19])=[O:18])=[C:10]3[CH2:9][N:8]([C:6]([NH:5][CH:3]4[CH2:2][N:1]([CH2:43][C:44]([F:47])([F:46])[F:45])[CH2:4]4)=[O:7])[CH2:13][CH2:12][N:11]3[N:14]=2)[CH:25]=[CH:24][C:23]=1[F:26].